The task is: Predict the product of the given reaction.. This data is from Forward reaction prediction with 1.9M reactions from USPTO patents (1976-2016). Given the reactants [Cl:1][C:2]1[CH:3]=[C:4]2[C:9](=[CH:10][N:11]=1)[N:8]=[CH:7][CH:6]=[C:5]2[OH:12].C(N(C(C)C)CC)(C)C.[F:22][C:23]([F:42])([F:41])[S:24](N(C1C=CC=CC=1)[S:24]([C:23]([F:42])([F:41])[F:22])(=[O:26])=[O:25])(=[O:26])=[O:25], predict the reaction product. The product is: [F:22][C:23]([F:42])([F:41])[S:24]([O:12][C:5]1[C:4]2[C:9](=[CH:10][N:11]=[C:2]([Cl:1])[CH:3]=2)[N:8]=[CH:7][CH:6]=1)(=[O:26])=[O:25].